Task: Predict which catalyst facilitates the given reaction.. Dataset: Catalyst prediction with 721,799 reactions and 888 catalyst types from USPTO Reactant: Cl[C:2]1[N:7]=[C:6]([O:8][CH3:9])[N:5]=[C:4]([NH:10][C:11]2[CH:16]=[CH:15][C:14]([N:17]3[CH:21]=[C:20]([CH3:22])[N:19]=[CH:18]3)=[C:13]([O:23][CH3:24])[CH:12]=2)[N:3]=1.[NH:25]1[CH2:30][CH2:29][CH2:28][CH2:27][CH2:26]1. Product: [CH3:24][O:23][C:13]1[CH:12]=[C:11]([NH:10][C:4]2[N:5]=[C:6]([O:8][CH3:9])[N:7]=[C:2]([N:25]3[CH2:30][CH2:29][CH2:28][CH2:27][CH2:26]3)[N:3]=2)[CH:16]=[CH:15][C:14]=1[N:17]1[CH:21]=[C:20]([CH3:22])[N:19]=[CH:18]1. The catalyst class is: 13.